Regression. Given two drug SMILES strings and cell line genomic features, predict the synergy score measuring deviation from expected non-interaction effect. From a dataset of Merck oncology drug combination screen with 23,052 pairs across 39 cell lines. (1) Drug 1: CN1C(=O)C=CC2(C)C3CCC4(C)C(NC(=O)OCC(F)(F)F)CCC4C3CCC12. Drug 2: CCC1=CC2CN(C1)Cc1c([nH]c3ccccc13)C(C(=O)OC)(c1cc3c(cc1OC)N(C)C1C(O)(C(=O)OC)C(OC(C)=O)C4(CC)C=CCN5CCC31C54)C2. Cell line: NCIH460. Synergy scores: synergy=7.64. (2) Drug 1: N#Cc1ccc(Cn2cncc2CN2CCN(c3cccc(Cl)c3)C(=O)C2)cc1. Drug 2: Cn1c(=O)n(-c2ccc(C(C)(C)C#N)cc2)c2c3cc(-c4cnc5ccccc5c4)ccc3ncc21. Cell line: ES2. Synergy scores: synergy=25.4. (3) Drug 1: CC(C)CC(NC(=O)C(Cc1ccccc1)NC(=O)c1cnccn1)B(O)O. Drug 2: NC1CCCCC1N.O=C(O)C(=O)O.[Pt+2]. Cell line: HT144. Synergy scores: synergy=-8.64. (4) Drug 1: N#Cc1ccc(Cn2cncc2CN2CCN(c3cccc(Cl)c3)C(=O)C2)cc1. Drug 2: CCN(CC)CCNC(=O)c1c(C)[nH]c(C=C2C(=O)Nc3ccc(F)cc32)c1C. Cell line: NCIH1650. Synergy scores: synergy=6.00. (5) Drug 1: CN1C(=O)C=CC2(C)C3CCC4(C)C(NC(=O)OCC(F)(F)F)CCC4C3CCC12. Drug 2: O=C(CCCCCCC(=O)Nc1ccccc1)NO. Cell line: CAOV3. Synergy scores: synergy=31.7. (6) Drug 1: O=C(O)C1(Cc2cccc(Nc3nccs3)n2)CCC(Oc2cccc(Cl)c2F)CC1. Drug 2: CCC1(O)C(=O)OCc2c1cc1n(c2=O)Cc2cc3c(CN(C)C)c(O)ccc3nc2-1. Cell line: SKOV3. Synergy scores: synergy=25.6. (7) Drug 1: CC1CC2C3CCC4=CC(=O)C=CC4(C)C3(F)C(O)CC2(C)C1(O)C(=O)CO. Drug 2: NC1(c2ccc(-c3nc4ccn5c(=O)[nH]nc5c4cc3-c3ccccc3)cc2)CCC1. Cell line: MDAMB436. Synergy scores: synergy=1.37. (8) Drug 1: CN(C)C(=N)N=C(N)N. Drug 2: NC(=O)c1cccc2cn(-c3ccc(C4CCCNC4)cc3)nc12. Cell line: UACC62. Synergy scores: synergy=-11.7.